From a dataset of Reaction yield outcomes from USPTO patents with 853,638 reactions. Predict the reaction yield, written as a fraction of the theoretical maximum amount of product (1.0 means a 100% yield; for example, 0.34 means a 34% yield). The reactants are C([O:4][CH2:5][C@@H:6]([NH:32][C:33]([O:35][CH2:36][C:37]1[CH:42]=[CH:41][CH:40]=[CH:39][CH:38]=1)=[O:34])[C:7]([N:9]1[CH2:13][CH2:12][CH2:11][C@H:10]1[C:14]([N:16]1[CH2:20][CH2:19][CH2:18][C@H:17]1[C:21]([NH:23][C@@H:24]([C@H:29]([OH:31])C)[C:25]([O:27][CH3:28])=[O:26])=[O:22])=[O:15])=[O:8])(=O)C.CN1CCOCC1.Cl.COC(=O)[C@@H](NC([C@@H]1CCCN1)=O)CO. The catalyst is C(Cl)Cl.CN(C=O)C. The product is [CH2:36]([O:35][C:33]([NH:32][C@@H:6]([CH2:5][OH:4])[C:7]([N:9]1[CH2:13][CH2:12][CH2:11][C@H:10]1[C:14]([N:16]1[CH2:20][CH2:19][CH2:18][C@H:17]1[C:21]([NH:23][C@@H:24]([CH2:29][OH:31])[C:25]([O:27][CH3:28])=[O:26])=[O:22])=[O:15])=[O:8])=[O:34])[C:37]1[CH:38]=[CH:39][CH:40]=[CH:41][CH:42]=1. The yield is 0.130.